From a dataset of Reaction yield outcomes from USPTO patents with 853,638 reactions. Predict the reaction yield, written as a fraction of the theoretical maximum amount of product (1.0 means a 100% yield; for example, 0.34 means a 34% yield). (1) The yield is 1.00. The reactants are [NH2:1][C:2]1[C:11]([N+:12]([O-])=O)=[C:10]2[C:5]([C:6]([CH3:18])([CH3:17])[C:7](=[O:16])[NH:8][C:9]2=[O:15])=[CH:4][C:3]=1[Br:19]. The catalyst is CC(O)=O.[Fe]. The product is [NH2:1][C:2]1[C:11]([NH2:12])=[C:10]2[C:5]([C:6]([CH3:17])([CH3:18])[C:7](=[O:16])[NH:8][C:9]2=[O:15])=[CH:4][C:3]=1[Br:19]. (2) The reactants are Br[C:2]1[CH:7]=[CH:6][C:5]([Br:8])=[CH:4][N:3]=1.O.[NH2:10][NH2:11].CC(O)CC. The catalyst is O. The product is [Br:8][C:5]1[CH:6]=[CH:7][C:2]([NH:10][NH2:11])=[N:3][CH:4]=1. The yield is 0.870. (3) The reactants are [NH:1]1[C:9]2[C:4](=[CH:5][CH:6]=[CH:7][N:8]=2)[CH:3]=[CH:2]1.[CH3:10]C1C2C(=CC=CC=2)NC=1. No catalyst specified. The product is [CH3:10][N:1]1[C:9]2=[N:8][CH:7]=[CH:6][CH:5]=[C:4]2[CH:3]=[CH:2]1. The yield is 0.580. (4) The reactants are [CH2:1]([O:3][C:4]([C:6]1[CH:7]=[N:8][N:9]([C:11]2[N:15]([CH2:16][O:17][CH2:18][CH2:19][O:20][CH3:21])[C:14]3[CH:22]=[C:23]([Cl:34])[C:24](SC4C=C(C)C=CC=4)=[CH:25][C:13]=3[N:12]=2)[CH:10]=1)=[O:5])[CH3:2].ClC1C(S[C:54]2[CH:55]=[C:56]([CH3:60])[CH:57]=[CH:58][CH:59]=2)=CC2N=C(N3C=C(C(O)=O)C=N3)NC=2C=1.O[O:62][S:63]([O-:65])=O.[K+].S([O-])([O-])(=O)=S.[Na+].[Na+]. The catalyst is C([O-])(O)=O.[Na+].ClCCl.O.CO. The product is [CH2:1]([O:3][C:4]([C:6]1[CH:7]=[N:8][N:9]([C:11]2[N:15]([CH2:16][O:17][CH2:18][CH2:19][O:20][CH3:21])[C:14]3[CH:22]=[C:23]([Cl:34])[C:24]([S:63]([C:54]4[CH:55]=[C:56]([CH3:60])[CH:57]=[CH:58][CH:59]=4)(=[O:65])=[O:62])=[CH:25][C:13]=3[N:12]=2)[CH:10]=1)=[O:5])[CH3:2]. The yield is 0.620. (5) The reactants are [NH2:1][C:2]1[N:3]([CH3:23])[C:4](=[O:22])[C:5]([C:14]2[CH:19]=[CH:18][C:17]([F:20])=[C:16](Br)[CH:15]=2)([C:7]2[CH:12]=[CH:11][N:10]=[C:9]([CH3:13])[CH:8]=2)[N:6]=1.[CH3:24][S:25]([O:28][C:29]1[CH:34]=[C:33](B2OC(C)(C)C(C)(C)O2)[CH:32]=[C:31]([Cl:44])[CH:30]=1)(=[O:27])=[O:26].C(=O)([O-])[O-].[K+].[K+].O. The catalyst is O1CCCC1. The product is [ClH:44].[CH3:24][S:25]([O:28][C:29]1[CH:34]=[C:33]([C:16]2[CH:15]=[C:14]([C:5]3([C:7]4[CH:12]=[CH:11][N:10]=[C:9]([CH3:13])[CH:8]=4)[C:4](=[O:22])[N:3]([CH3:23])[C:2]([NH2:1])=[N:6]3)[CH:19]=[CH:18][C:17]=2[F:20])[CH:32]=[C:31]([Cl:44])[CH:30]=1)(=[O:26])=[O:27]. The yield is 0.250. (6) No catalyst specified. The yield is 0.430. The reactants are [CH:1]([O:4][C:5]1[CH:13]=[CH:12][C:11]([S:14]([CH3:17])(=[O:16])=[O:15])=[CH:10][C:6]=1[C:7]([OH:9])=O)([CH3:3])[CH3:2].Cl.[CH3:19][S:20]([C:23]1[S:27][C:26]([N:28]2[CH2:33][CH2:32][NH:31][CH2:30][CH2:29]2)=[N:25][CH:24]=1)(=[O:22])=[O:21]. The product is [CH:1]([O:4][C:5]1[CH:13]=[CH:12][C:11]([S:14]([CH3:17])(=[O:16])=[O:15])=[CH:10][C:6]=1[C:7]([N:31]1[CH2:32][CH2:33][N:28]([C:26]2[S:27][C:23]([S:20]([CH3:19])(=[O:22])=[O:21])=[CH:24][N:25]=2)[CH2:29][CH2:30]1)=[O:9])([CH3:2])[CH3:3].